Dataset: Forward reaction prediction with 1.9M reactions from USPTO patents (1976-2016). Task: Predict the product of the given reaction. (1) Given the reactants [NH2:1][CH2:2][CH2:3][O:4][CH2:5][CH2:6][N:7]1[C:15]2[C:14]([CH3:16])=[C:13]([CH3:17])[N:12]=[C:11]([NH2:18])[C:10]=2[N:9]=[C:8]1[CH2:19][CH3:20].[C:21]([N:29]=[C:30]=[O:31])(=[O:28])[C:22]1[CH:27]=[CH:26][CH:25]=[CH:24][CH:23]=1, predict the reaction product. The product is: [NH2:18][C:11]1[C:10]2[N:9]=[C:8]([CH2:19][CH3:20])[N:7]([CH2:6][CH2:5][O:4][CH2:3][CH2:2][NH:1][C:30]([NH:29][C:21](=[O:28])[C:22]3[CH:23]=[CH:24][CH:25]=[CH:26][CH:27]=3)=[O:31])[C:15]=2[C:14]([CH3:16])=[C:13]([CH3:17])[N:12]=1. (2) Given the reactants C([O:3][C:4]([CH:6]1[CH:11]([NH:12][S:13]([C:16]2[CH:21]=[CH:20][C:19]([O:22][CH2:23][C:24]3[C:33]4[C:28](=[CH:29][CH:30]=[CH:31][CH:32]=4)[N:27]=[C:26]([CH3:34])[CH:25]=3)=[CH:18][CH:17]=2)(=[O:15])=[O:14])[CH2:10][CH2:9][N:8]([CH2:35][CH2:36][OH:37])[CH2:7]1)=[O:5])C.Cl, predict the reaction product. The product is: [OH:37][CH2:36][CH2:35][N:8]1[CH2:9][CH2:10][CH:11]([NH:12][S:13]([C:16]2[CH:17]=[CH:18][C:19]([O:22][CH2:23][C:24]3[C:33]4[C:28](=[CH:29][CH:30]=[CH:31][CH:32]=4)[N:27]=[C:26]([CH3:34])[CH:25]=3)=[CH:20][CH:21]=2)(=[O:15])=[O:14])[CH:6]([C:4]([OH:5])=[O:3])[CH2:7]1.